From a dataset of Full USPTO retrosynthesis dataset with 1.9M reactions from patents (1976-2016). Predict the reactants needed to synthesize the given product. Given the product [Br:1][C:2]1[C:7]([CH3:8])=[CH:6][C:5]([O:9][CH2:12][CH2:11][O:13][CH2:14][CH3:15])=[CH:4][C:3]=1[CH3:10], predict the reactants needed to synthesize it. The reactants are: [Br:1][C:2]1[C:7]([CH3:8])=[CH:6][C:5]([OH:9])=[CH:4][C:3]=1[CH3:10].[CH2:11]([O:13][CH2:14][CH2:15]Cl)[CH3:12].